This data is from Full USPTO retrosynthesis dataset with 1.9M reactions from patents (1976-2016). The task is: Predict the reactants needed to synthesize the given product. (1) Given the product [OH:32][C@H:31]([C:30]1[C:22]([CH3:21])=[C:23]2[C:27](=[CH:28][CH:29]=1)[C:26](=[O:34])[O:25][CH2:24]2)[CH2:33][N:18]1[CH2:19][CH2:20][C:13]2([CH2:12][N:11]([C:8]3[CH:9]=[CH:10][C:5]([S:2]([CH3:1])(=[O:3])=[O:4])=[CH:6][CH:7]=3)[CH2:15][CH2:14]2)[CH2:16][CH2:17]1, predict the reactants needed to synthesize it. The reactants are: [CH3:1][S:2]([C:5]1[CH:10]=[CH:9][C:8]([N:11]2[CH2:15][CH2:14][C:13]3([CH2:20][CH2:19][NH:18][CH2:17][CH2:16]3)[CH2:12]2)=[CH:7][CH:6]=1)(=[O:4])=[O:3].[CH3:21][C:22]1[C:30]([C@@H:31]2[CH2:33][O:32]2)=[CH:29][CH:28]=[C:27]2[C:23]=1[CH2:24][O:25][C:26]2=[O:34]. (2) Given the product [OH:1][C:2]1[C:3]([C:17](=[N:19][NH:20][C:21]([C:23]2[CH:24]=[CH:25][C:26]([C:27]([OH:29])=[O:28])=[CH:31][CH:32]=2)=[O:22])[CH3:18])=[N:4][N:5]([CH3:16])[C:6]=1[C:7]1[CH:8]=[CH:9][C:10]([CH:13]([CH3:15])[CH3:14])=[CH:11][CH:12]=1, predict the reactants needed to synthesize it. The reactants are: [OH:1][C:2]1[C:3]([C:17](=[N:19][NH:20][C:21]([C:23]2[CH:32]=[CH:31][C:26]([C:27]([O:29]C)=[O:28])=[CH:25][CH:24]=2)=[O:22])[CH3:18])=[N:4][N:5]([CH3:16])[C:6]=1[C:7]1[CH:12]=[CH:11][C:10]([CH:13]([CH3:15])[CH3:14])=[CH:9][CH:8]=1.CO.[OH-].[Na+].Cl. (3) The reactants are: [O:1]1[CH2:7][CH:6]([C:8]2[C:16]3[S:15][C:14]([NH2:17])=[N:13][C:12]=3[C:11]([O:18][CH3:19])=[CH:10][CH:9]=2)[CH2:5][O:4][CH2:3][CH2:2]1.[O:20]1[CH2:25][CH2:24][CH:23]([CH2:26][C:27](O)=[O:28])[CH2:22][CH2:21]1. Given the product [O:4]1[CH2:5][CH:6]([C:8]2[C:16]3[S:15][C:14]([NH:17][C:27](=[O:28])[CH2:26][CH:23]4[CH2:24][CH2:25][O:20][CH2:21][CH2:22]4)=[N:13][C:12]=3[C:11]([O:18][CH3:19])=[CH:10][CH:9]=2)[CH2:7][O:1][CH2:2][CH2:3]1, predict the reactants needed to synthesize it. (4) The reactants are: [CH3:1][O:2][C:3]1[C:12]2[C:11](=[O:13])[N:10]([CH2:14][C:15]3[CH:20]=[CH:19][C:18]([O:21][CH3:22])=[CH:17][CH:16]=3)[CH2:9][CH2:8][C:7]=2[C:6]([C:23]([N:25]([CH3:27])[CH3:26])=[O:24])=[N:5][CH:4]=1.C1C=C(Cl)C=C(C(OO)=[O:36])C=1. Given the product [CH3:1][O:2][C:3]1[CH:4]=[N+:5]([O-:36])[C:6]([C:23]([N:25]([CH3:27])[CH3:26])=[O:24])=[C:7]2[C:12]=1[C:11](=[O:13])[N:10]([CH2:14][C:15]1[CH:20]=[CH:19][C:18]([O:21][CH3:22])=[CH:17][CH:16]=1)[CH2:9][CH2:8]2, predict the reactants needed to synthesize it. (5) Given the product [F:1][C:2]1[CH:3]=[C:4]2[C:10]([CH:11]=[O:12])=[CH:9][N:8]([C:13]([O:15][C:16]([CH3:19])([CH3:18])[CH3:17])=[O:14])[C:5]2=[N:6][CH:7]=1.[F:1][C:2]1[CH:3]=[C:4]2[C:10]([C:11](=[O:12])[CH:28]([NH:30][C:9]3[CH:10]=[CH:11][CH:26]=[C:24]([O:23][CH3:21])[CH:27]=3)[C:29]3[CH:5]=[CH:4][CH:3]=[CH:2][CH:7]=3)=[CH:9][NH:8][C:5]2=[N:6][CH:7]=1, predict the reactants needed to synthesize it. The reactants are: [F:1][C:2]1[CH:3]=[C:4]2[C:10]([CH:11]=[O:12])=[CH:9][NH:8][C:5]2=[N:6][CH:7]=1.[C:13](O[C:21]([O:23][C:24]([CH3:27])([CH3:26])C)=O)([O:15][C:16]([CH3:19])([CH3:18])[CH3:17])=[O:14].[C:28](#[N:30])[CH3:29]. (6) Given the product [Si:1]([O:8][CH2:9][C:10]1[CH:15]=[C:14]([Cl:16])[CH:13]=[CH:12][C:11]=1[C:17]1[C:26]2[C:21](=[CH:22][C:23]([S:27]([NH:47][C:43]3[S:42][CH:46]=[N:45][N:44]=3)(=[O:30])=[O:28])=[CH:24][CH:25]=2)[CH:20]=[CH:19][N:18]=1)([C:4]([CH3:6])([CH3:5])[CH3:7])([CH3:3])[CH3:2], predict the reactants needed to synthesize it. The reactants are: [Si:1]([O:8][CH2:9][C:10]1[CH:15]=[C:14]([Cl:16])[CH:13]=[CH:12][C:11]=1[C:17]1[C:26]2[C:21](=[CH:22][C:23]([S:27]([O:30]C3C(F)=C(F)C(F)=C(F)C=3F)(=O)=[O:28])=[CH:24][CH:25]=2)[CH:20]=[CH:19][N:18]=1)([C:4]([CH3:7])([CH3:6])[CH3:5])([CH3:3])[CH3:2].[S:42]1[CH:46]=[N:45][N:44]=[C:43]1[NH2:47].C(=O)([O-])[O-].[Cs+].[Cs+]. (7) Given the product [NH2:1][C:2]1[C:3]([C:8]([NH:62][C:55]2[CH:54]=[C:53]([C:48]3[CH:49]=[CH:50][CH:51]=[C:52]4[C:47]=3[CH:46]=[CH:45][NH:44]4)[CH:61]=[C:60]3[C:56]=2[CH:57]=[N:58][NH:59]3)=[O:10])=[N:4][CH:5]=[CH:6][CH:7]=1, predict the reactants needed to synthesize it. The reactants are: [NH2:1][C:2]1[C:3]([C:8]([OH:10])=O)=[N:4][CH:5]=[CH:6][CH:7]=1.CN(C(ON1N=NC2C=CC=NC1=2)=[N+](C)C)C.F[P-](F)(F)(F)(F)F.CCN(C(C)C)C(C)C.[NH:44]1[C:52]2[C:47](=[C:48]([C:53]3[CH:54]=[C:55]([NH2:62])[C:56]4[CH:57]=[N:58][NH:59][C:60]=4[CH:61]=3)[CH:49]=[CH:50][CH:51]=2)[CH:46]=[CH:45]1.